This data is from Catalyst prediction with 721,799 reactions and 888 catalyst types from USPTO. The task is: Predict which catalyst facilitates the given reaction. Reactant: Cl.[NH:2]1[CH2:7][CH2:6][CH:5]([O:8][C:9]2[CH:16]=[CH:15][C:12]([C:13]#[N:14])=[CH:11][CH:10]=2)[CH2:4][CH2:3]1.[CH:17](=O)[C:18]1[CH:23]=[CH:22][CH:21]=[CH:20][CH:19]=1.C(O[BH-](OC(=O)C)OC(=O)C)(=O)C.[Na+]. Product: [CH2:17]([N:2]1[CH2:3][CH2:4][CH:5]([O:8][C:9]2[CH:16]=[CH:15][C:12]([C:13]#[N:14])=[CH:11][CH:10]=2)[CH2:6][CH2:7]1)[C:18]1[CH:23]=[CH:22][CH:21]=[CH:20][CH:19]=1. The catalyst class is: 2.